This data is from Forward reaction prediction with 1.9M reactions from USPTO patents (1976-2016). The task is: Predict the product of the given reaction. (1) Given the reactants [C:1]([O:5][C:6](=[O:14])[NH:7][C@H:8]([C:12]#[N:13])[CH2:9][C:10]#[CH:11])([CH3:4])([CH3:3])[CH3:2].[Cl-].[NH4+].[N-:17]=[N+:18]=[N-:19].[Na+], predict the reaction product. The product is: [C:1]([O:5][C:6](=[O:14])[NH:7][C@H:8]([C:12]1[NH:19][N:18]=[N:17][N:13]=1)[CH2:9][C:10]#[CH:11])([CH3:4])([CH3:2])[CH3:3]. (2) Given the reactants [CH2:1]([C:5]1[C:6]([CH3:24])=[C:7]([C:10]2[O:14][N:13]=[C:12]([C:15]3[CH:20]=[C:19]([CH3:21])[C:18]([OH:22])=[C:17]([CH3:23])[CH:16]=3)[N:11]=2)[S:8][CH:9]=1)[CH:2]([CH3:4])[CH3:3].[CH2:25]([CH:27]1[O:29][CH2:28]1)Cl, predict the reaction product. The product is: [CH3:23][C:17]1[CH:16]=[C:15]([C:12]2[N:11]=[C:10]([C:7]3[S:8][CH:9]=[C:5]([CH2:1][CH:2]([CH3:4])[CH3:3])[C:6]=3[CH3:24])[O:14][N:13]=2)[CH:20]=[C:19]([CH3:21])[C:18]=1[O:22][CH2:25][CH:27]1[CH2:28][O:29]1. (3) Given the reactants [NH2:1][CH2:2][CH2:3][N:4]1[C:13]2[C:8](=[N:9][CH:10]=[C:11]([CH2:14][C:15]3[CH:20]=[CH:19][C:18]([F:21])=[CH:17][CH:16]=3)[CH:12]=2)[C:7]([OH:22])=[C:6]([C:23]([NH:25][CH2:26][CH2:27][O:28][CH:29]([CH3:31])[CH3:30])=[O:24])[C:5]1=[O:32].C(N(C(C)C)CC)(C)C.Cl[C:43]([O:45][CH3:46])=[O:44], predict the reaction product. The product is: [F:21][C:18]1[CH:17]=[CH:16][C:15]([CH2:14][C:11]2[CH:12]=[C:13]3[C:8]([C:7]([OH:22])=[C:6]([C:23]([NH:25][CH2:26][CH2:27][O:28][CH:29]([CH3:30])[CH3:31])=[O:24])[C:5](=[O:32])[N:4]3[CH2:3][CH2:2][NH:1][C:43](=[O:44])[O:45][CH3:46])=[N:9][CH:10]=2)=[CH:20][CH:19]=1. (4) Given the reactants [Cl:1][C:2]1[CH:10]=[CH:9][CH:8]=[C:7]2[C:3]=1[C:4]([C:16]([OH:18])=O)=[CH:5][N:6]2[CH:11]1[CH2:15][CH2:14][O:13][CH2:12]1.Cl.[NH2:20][CH2:21][C:22]1([OH:32])[CH2:27][CH2:26][CH2:25][CH:24]([C:28]([F:31])([F:30])[F:29])[CH2:23]1.C(Cl)CCl.N1(O)C2C=CC=CC=2N=N1.C(N(C(C)C)C(C)C)C, predict the reaction product. The product is: [Cl:1][C:2]1[CH:10]=[CH:9][CH:8]=[C:7]2[C:3]=1[C:4]([C:16]([NH:20][CH2:21][C:22]1([OH:32])[CH2:27][CH2:26][CH2:25][CH:24]([C:28]([F:30])([F:31])[F:29])[CH2:23]1)=[O:18])=[CH:5][N:6]2[CH:11]1[CH2:15][CH2:14][O:13][CH2:12]1. (5) Given the reactants [CH3:1][O:2][C:3]1[CH:4]=[C:5]2[C:10](=[CH:11][C:12]=1[O:13][CH3:14])[N:9]=[CH:8][N:7]=[C:6]2[NH2:15].[H-].[Na+].Br[CH2:19][C:20]1[C:29](=[O:30])[C:28]2[C:23](=[CH:24][C:25]([Cl:31])=[CH:26][CH:27]=2)[N:22]([C:32]2[CH:37]=[CH:36][CH:35]=[CH:34][CH:33]=2)[CH:21]=1, predict the reaction product. The product is: [Cl:31][C:25]1[CH:24]=[C:23]2[C:28]([C:29](=[O:30])[C:20]([CH2:19][NH:15][C:6]3[C:5]4[C:10](=[CH:11][C:12]([O:13][CH3:14])=[C:3]([O:2][CH3:1])[CH:4]=4)[N:9]=[CH:8][N:7]=3)=[CH:21][N:22]2[C:32]2[CH:37]=[CH:36][CH:35]=[CH:34][CH:33]=2)=[CH:27][CH:26]=1. (6) Given the reactants C(OC)(=O)[C:2]1[C:3](=C[CH:6]=[CH:7][CH:8]=1)[SH:4].I[CH2:13][CH2:14][CH2:15][CH2:16][CH3:17].[C:18](=[O:21])([O-])[O-].[K+].[K+].C(O[CH2:28][CH3:29])(=O)C, predict the reaction product. The product is: [CH2:13]([C:29]1[CH:28]=[CH:6][CH:7]=[CH:8][C:2]=1[C:3]([O:21][CH3:18])=[S:4])[CH2:14][CH2:15][CH2:16][CH3:17]. (7) Given the reactants Cl[C:2]1[CH:7]=[CH:6][C:5]([C:8]2[CH:13]=[CH:12][CH:11]=[CH:10][CH:9]=2)=[CH:4][CH:3]=1.[O:14]1[CH2:19]C[O:17][CH2:16][CH2:15]1.C(=O)([O-])[O-].[Cs+].[Cs+].C1(P(C2CCCCC2)C2C=CC=CC=2C2C(OC)=CC=CC=2OC)CCCCC1, predict the reaction product. The product is: [C:5]1([C:8]2[CH:13]=[CH:12][CH:11]=[CH:10][CH:9]=2)[CH:6]=[CH:7][C:2]([CH2:19][O:14][CH2:15][CH2:16][OH:17])=[CH:3][CH:4]=1.